Dataset: Clinical trial toxicity outcomes and FDA approval status for drugs. Task: Regression/Classification. Given a drug SMILES string, predict its toxicity properties. Task type varies by dataset: regression for continuous values (e.g., LD50, hERG inhibition percentage) or binary classification for toxic/non-toxic outcomes (e.g., AMES mutagenicity, cardiotoxicity, hepatotoxicity). Dataset: clintox. (1) The compound is Nc1ccc(S(=O)(=O)[N-]c2ncccn2)cc1. The result is 0 (passed clinical trial). (2) The drug is CCCCCCC(C)(C)c1cc(O)c2c(c1)OC(C)(C)[C@@H]1CCC(=O)C[C@@H]21. The result is 0 (passed clinical trial). (3) The result is 0 (passed clinical trial). The drug is O=C([O-])c1cc(/N=N/c2ccc(O)c(C(=O)[O-])c2)ccc1O. (4) The molecule is CC(C)(C)[NH2+]C[C@H](O)COc1ccccc1C1CCCC1. The result is 0 (passed clinical trial). (5) The molecule is CCCc1nc(C(C)(C)O)c(C(=O)OCc2oc(=O)oc2C)n1Cc1ccc(-c2ccccc2-c2nn[n-]n2)cc1. The result is 0 (passed clinical trial). (6) The molecule is Cc1c(F)c(N2CC[NH2+]C(C)C2)cc2c1c(=O)c(C(=O)[O-])cn2C1CC1. The result is 0 (passed clinical trial). (7) The compound is OC(CC[NH+]1CCCC1)(c1ccccc1)C1CCCCC1. The result is 0 (passed clinical trial). (8) The molecule is C=CC1=C(C)c2cc3[nH]c(cc4nc(cc5[nH]c(cc1n2)c(C)c5CCC(=O)[O-])C(CCC(=O)OC)=C4C)[C@@]1(C)C3=CC=C(C(=O)OC)[C@H]1C(=O)OC. The result is 0 (passed clinical trial). (9) The compound is CC#CCn1c(N2CCC[C@@H]([NH3+])C2)nc2c1c(=O)n(Cc1nc(C)c3ccccc3n1)c(=O)n2C. The result is 0 (passed clinical trial). (10) The molecule is CC(C)([NH3+])Cc1ccccc1. The result is 0 (passed clinical trial).